From a dataset of Peptide-MHC class I binding affinity with 185,985 pairs from IEDB/IMGT. Regression. Given a peptide amino acid sequence and an MHC pseudo amino acid sequence, predict their binding affinity value. This is MHC class I binding data. (1) The peptide sequence is TTFDLTLRR. The MHC is HLA-B45:06 with pseudo-sequence HLA-B45:06. The binding affinity (normalized) is 0.213. (2) The peptide sequence is KSLKLLNTR. The MHC is H-2-Kb with pseudo-sequence H-2-Kb. The binding affinity (normalized) is 0.